Dataset: Forward reaction prediction with 1.9M reactions from USPTO patents (1976-2016). Task: Predict the product of the given reaction. (1) Given the reactants [C:1]1([CH3:11])[CH:6]=[CH:5][C:4]([S:7]([OH:10])(=[O:9])=[O:8])=[CH:3][CH:2]=1.[OH-].[Ca+2:13].[OH-], predict the reaction product. The product is: [C:1]1([CH3:11])[CH:2]=[CH:3][C:4]([S:7]([O-:10])(=[O:8])=[O:9])=[CH:5][CH:6]=1.[Ca+2:13].[C:1]1([CH3:11])[CH:2]=[CH:3][C:4]([S:7]([O-:10])(=[O:8])=[O:9])=[CH:5][CH:6]=1. (2) The product is: [C:1]([N:5]([CH:17]([C:21]1[CH:26]=[CH:25][CH:24]=[CH:23][CH:22]=1)[CH:18]([CH3:20])[CH3:19])[O:6][CH:7]([C:9]1[CH:14]=[CH:13][C:12]([CH2:15][I:27])=[CH:11][CH:10]=1)[CH3:8])([CH3:4])([CH3:3])[CH3:2]. Given the reactants [C:1]([N:5]([CH:17]([C:21]1[CH:26]=[CH:25][CH:24]=[CH:23][CH:22]=1)[CH:18]([CH3:20])[CH3:19])[O:6][CH:7]([C:9]1[CH:14]=[CH:13][C:12]([CH2:15]Cl)=[CH:11][CH:10]=1)[CH3:8])([CH3:4])([CH3:3])[CH3:2].[I-:27].[Na+], predict the reaction product. (3) Given the reactants [CH2:1]([O:3][C:4](=[O:24])[CH2:5][C@@H:6]([N:13]1[C:21]2[CH:20]=[C:19]([CH3:22])[N:18]=[CH:17][C:16]=2[NH:15][C:14]1=[O:23])[C:7]1[CH:12]=[CH:11][CH:10]=[CH:9][CH:8]=1)[CH3:2].C([O-])([O-])=O.[K+].[K+].[I-].[CH3:32][N:33]1[C:41]2[C:36](=[C:37]([CH3:42])[CH:38]=[CH:39][CH:40]=2)[C:35]([CH2:43][N+](C)(C)C)=[CH:34]1, predict the reaction product. The product is: [CH2:1]([O:3][C:4](=[O:24])[CH2:5][C@@H:6]([N:13]1[C:21]2[CH:20]=[C:19]([CH3:22])[N:18]=[CH:17][C:16]=2[N:15]([CH2:43][C:35]2[C:36]3[C:41](=[CH:40][CH:39]=[CH:38][C:37]=3[CH3:42])[N:33]([CH3:32])[CH:34]=2)[C:14]1=[O:23])[C:7]1[CH:8]=[CH:9][CH:10]=[CH:11][CH:12]=1)[CH3:2]. (4) Given the reactants Br[C:2]1[CH:21]=[CH:20][C:5]([CH2:6][C:7]2[C:8]([CH2:18][CH3:19])=[N:9][N:10]3[C:15]([CH3:16])=[CH:14][C:13]([CH3:17])=[N:12][C:11]=23)=[CH:4][CH:3]=1.[C:22]([O:26][CH3:27])(=[O:25])[CH:23]=[CH2:24].C1(N(C2CCCCC2)C)CCCCC1, predict the reaction product. The product is: [CH3:27][O:26][C:22](=[O:25])/[CH:23]=[CH:24]/[C:2]1[CH:21]=[CH:20][C:5]([CH2:6][C:7]2[C:8]([CH2:18][CH3:19])=[N:9][N:10]3[C:15]([CH3:16])=[CH:14][C:13]([CH3:17])=[N:12][C:11]=23)=[CH:4][CH:3]=1. (5) Given the reactants [NH2:1][C:2]1[CH:7]=[CH:6][C:5]([C:8]2[C:16]3[C:11](=[N:12][CH:13]=[CH:14][CH:15]=3)[NH:10][C:9]=2[C:17]([NH2:19])=[O:18])=[CH:4][CH:3]=1.[C:20]1([CH3:29])[CH:25]=[CH:24][CH:23]=[C:22]([N:26]=[C:27]=[O:28])[CH:21]=1, predict the reaction product. The product is: [C:20]1([CH3:29])[CH:25]=[CH:24][CH:23]=[C:22]([NH:26][C:27](=[O:28])[NH:1][C:2]2[CH:3]=[CH:4][C:5]([C:8]3[C:16]4[C:11](=[N:12][CH:13]=[CH:14][CH:15]=4)[NH:10][C:9]=3[C:17]([NH2:19])=[O:18])=[CH:6][CH:7]=2)[CH:21]=1. (6) Given the reactants [NH2:1][C:2]1[CH:3]=[C:4]([CH:16]=[C:17]([Cl:19])[CH:18]=1)[O:5][C:6]1[CH:11]=[CH:10][N:9]=[C:8]([NH2:12])[C:7]=1[N+:13]([O-:15])=[O:14].[F:20][C:21]([F:33])([F:32])[O:22][C:23]1[CH:24]=[C:25]([CH:29]=[CH:30][CH:31]=1)[C:26](Cl)=[O:27], predict the reaction product. The product is: [NH2:12][C:8]1[C:7]([N+:13]([O-:15])=[O:14])=[C:6]([O:5][C:4]2[CH:3]=[C:2]([NH:1][C:26](=[O:27])[C:25]3[CH:29]=[CH:30][CH:31]=[C:23]([O:22][C:21]([F:20])([F:32])[F:33])[CH:24]=3)[CH:18]=[C:17]([Cl:19])[CH:16]=2)[CH:11]=[CH:10][N:9]=1. (7) Given the reactants [F:1][C:2]1[CH:7]=[CH:6][C:5]([N:8]2[CH2:12][CH2:11][NH:10][C:9]2=[O:13])=[CH:4][CH:3]=1.[H-].[Na+].Br[CH2:17][CH2:18][CH2:19][CH2:20][CH2:21][CH:22]([O:24][C:25]1[CH:30]=[CH:29][C:28]([Br:31])=[CH:27][CH:26]=1)C, predict the reaction product. The product is: [Br:31][C:28]1[CH:29]=[CH:30][C:25]([O:24][CH2:22][CH2:21][CH2:20][CH2:19][CH2:18][CH2:17][N:10]2[CH2:11][CH2:12][N:8]([C:5]3[CH:4]=[CH:3][C:2]([F:1])=[CH:7][CH:6]=3)[C:9]2=[O:13])=[CH:26][CH:27]=1. (8) Given the reactants [CH3:1][C:2]1([CH3:20])[N:6]([CH3:7])[CH2:5][CH:4]2[C:8](=O)[N:9]([CH2:12][C:13]3[CH:18]=[CH:17][CH:16]=[CH:15][CH:14]=3)[C:10](=O)[CH:3]12.[H-].[H-].[H-].[H-].[Li+].[Al+3], predict the reaction product. The product is: [CH3:1][C:2]1([CH3:20])[C@@H:3]2[CH2:10][N:9]([CH2:12][C:13]3[CH:18]=[CH:17][CH:16]=[CH:15][CH:14]=3)[CH2:8][C@@H:4]2[CH2:5][N:6]1[CH3:7].